Dataset: Full USPTO retrosynthesis dataset with 1.9M reactions from patents (1976-2016). Task: Predict the reactants needed to synthesize the given product. (1) Given the product [C:31]([CH:14]([P:11]([OH:13])([OH:12])=[O:10])[O:15][C@@H:16]1[CH2:20][C@H:19]([N:21]2[CH:29]=[N:28][C:27]3[C:22]2=[N:23][CH:24]=[N:25][C:26]=3[NH2:30])[CH2:18][CH2:17]1)([OH:38])=[O:36], predict the reactants needed to synthesize it. The reactants are: Br[Si](C)(C)C.COC([O:10][P:11]([C:14](C)([CH3:31])[O:15][C@@H:16]1[CH2:20][C@H:19]([N:21]2[CH:29]=[N:28][C:27]3[C:22]2=[N:23][CH:24]=[N:25][C:26]=3[NH2:30])[CH2:18][CH2:17]1)([OH:13])=[O:12])=O.ClCCl.[OH-:36].[Na+].[OH2:38]. (2) Given the product [F:24][C:21]1[CH:22]=[CH:23][C:18]([C:10]2[C:11]([C:12]3[CH:13]=[CH:14][N:15]=[CH:16][CH:17]=3)=[C:6]3[CH:5]=[CH:4][C:3]([C:1]([NH2:2])=[O:26])=[CH:8][N:7]3[N:9]=2)=[CH:19][CH:20]=1, predict the reactants needed to synthesize it. The reactants are: [C:1]([C:3]1[CH:4]=[CH:5][C:6]2[N:7]([N:9]=[C:10]([C:18]3[CH:23]=[CH:22][C:21]([F:24])=[CH:20][CH:19]=3)[C:11]=2[C:12]2[CH:17]=[CH:16][N:15]=[CH:14][CH:13]=2)[CH:8]=1)#[N:2].Cl.[OH-:26].[Na+].